The task is: Regression. Given two drug SMILES strings and cell line genomic features, predict the synergy score measuring deviation from expected non-interaction effect.. This data is from NCI-60 drug combinations with 297,098 pairs across 59 cell lines. (1) Drug 1: C1=C(C(=O)NC(=O)N1)N(CCCl)CCCl. Drug 2: C1C(C(OC1N2C=NC3=C2NC=NCC3O)CO)O. Cell line: NCI-H322M. Synergy scores: CSS=-0.108, Synergy_ZIP=-1.41, Synergy_Bliss=-2.90, Synergy_Loewe=-5.36, Synergy_HSA=-4.38. (2) Drug 1: CC1C(C(CC(O1)OC2CC(OC(C2O)C)OC3=CC4=CC5=C(C(=O)C(C(C5)C(C(=O)C(C(C)O)O)OC)OC6CC(C(C(O6)C)O)OC7CC(C(C(O7)C)O)OC8CC(C(C(O8)C)O)(C)O)C(=C4C(=C3C)O)O)O)O. Drug 2: CS(=O)(=O)OCCCCOS(=O)(=O)C. Cell line: MALME-3M. Synergy scores: CSS=15.6, Synergy_ZIP=0.500, Synergy_Bliss=1.83, Synergy_Loewe=-0.879, Synergy_HSA=-0.787. (3) Drug 1: C1=CC(=CC=C1CCCC(=O)O)N(CCCl)CCCl. Drug 2: N.N.Cl[Pt+2]Cl. Cell line: CCRF-CEM. Synergy scores: CSS=28.3, Synergy_ZIP=-6.95, Synergy_Bliss=-15.9, Synergy_Loewe=-16.5, Synergy_HSA=-14.7.